Dataset: hERG Central: cardiac toxicity at 1µM, 10µM, and general inhibition. Task: Predict hERG channel inhibition at various concentrations. (1) The compound is Cc1cc(Nc2cccc(Br)c2)c2ccccc2n1. Results: hERG_inhib (hERG inhibition (general)): blocker. (2) The compound is Cl.Oc1ccc2c3c1O[C@H]1c4[nH]c5ccccc5c4C[C@@]4(O)[C@@H](C2)N(CC2CC2)CC[C@]314. Results: hERG_inhib (hERG inhibition (general)): blocker. (3) The compound is O=C(C(NS(=O)(=O)c1cccc2nsnc12)c1ccccc1)N1CCN(c2ccccc2)CC1. Results: hERG_inhib (hERG inhibition (general)): blocker.